Dataset: Forward reaction prediction with 1.9M reactions from USPTO patents (1976-2016). Task: Predict the product of the given reaction. (1) Given the reactants [C:1]([C:4]1[S:28][C:7]2=[C:8]([N:12]3[CH2:17][CH2:16][CH:15]([CH2:18][CH2:19][NH:20]C(=O)OC(C)(C)C)[CH2:14][CH2:13]3)[N:9]=[CH:10][CH:11]=[C:6]2[CH:5]=1)(=[O:3])[NH2:2], predict the reaction product. The product is: [NH2:20][CH2:19][CH2:18][CH:15]1[CH2:16][CH2:17][N:12]([C:8]2[N:9]=[CH:10][CH:11]=[C:6]3[CH:5]=[C:4]([C:1]([NH2:2])=[O:3])[S:28][C:7]=23)[CH2:13][CH2:14]1. (2) Given the reactants C([N:8]1[CH:13]2[CH2:14][C:15]([CH2:18][OH:19])([OH:17])[CH2:16][CH:9]1[CH2:10][O:11][CH2:12]2)C1C=CC=CC=1, predict the reaction product. The product is: [OH:19][CH2:18][C:15]1([OH:17])[CH2:14][CH:13]2[NH:8][CH:9]([CH2:10][O:11][CH2:12]2)[CH2:16]1.